From a dataset of Forward reaction prediction with 1.9M reactions from USPTO patents (1976-2016). Predict the product of the given reaction. (1) Given the reactants [OH:1][C:2]1[CH:3]=[C:4]2[C:13](=[C:14]([OH:16])[CH:15]=1)[C:12](=[O:17])[C:11]1[C:6](=[CH:7][CH:8]=[C:9]3[CH:21]=[CH:20][CH:19]=[CH:18][C:10]3=1)[O:5]2.[CH2:22]1[S:24][CH:23]1[CH2:25]Cl, predict the reaction product. The product is: [OH:16][C:14]1[CH:15]=[C:2]([O:1][CH2:25][CH:23]2[CH2:22][S:24]2)[CH:3]=[C:4]2[C:13]=1[C:12](=[O:17])[C:11]1[C:6](=[CH:7][CH:8]=[C:9]3[CH:21]=[CH:20][CH:19]=[CH:18][C:10]3=1)[O:5]2. (2) Given the reactants [C:1]([O:4]C(=O)C)(=[O:3])[CH3:2].C([O-])([O-])=O.[K+].[K+].[O:14]1[CH:18]=[CH:17][CH:16]=[C:15]1[CH:19]=O.Cl, predict the reaction product. The product is: [O:14]1[CH:18]=[CH:17][CH:16]=[C:15]1/[CH:19]=[CH:2]/[C:1]([OH:4])=[O:3].